From a dataset of Full USPTO retrosynthesis dataset with 1.9M reactions from patents (1976-2016). Predict the reactants needed to synthesize the given product. (1) Given the product [C:4]1([C:5]([O:7][CH2:8][CH3:9])=[O:6])([C:10]([O:12][CH2:13][CH3:14])=[O:11])[CH2:1][CH:17]=[CH:16][CH2:15]1, predict the reactants needed to synthesize it. The reactants are: [CH2:1]([C:4]([CH2:15][CH:16]=[CH2:17])([C:10]([O:12][CH2:13][CH3:14])=[O:11])[C:5]([O:7][CH2:8][CH3:9])=[O:6])C=C. (2) Given the product [ClH:29].[NH:26]1[CH:27]=[C:23]([CH2:22][CH2:21][O:1][C:2]2[CH:3]=[C:4]3[C:9](=[CH:10][CH:11]=2)[C:8](=[O:12])[CH2:7][CH2:6][CH2:5]3)[N:24]=[CH:25]1, predict the reactants needed to synthesize it. The reactants are: [OH:1][C:2]1[CH:3]=[C:4]2[C:9](=[CH:10][CH:11]=1)[C:8](=[O:12])[CH2:7][CH2:6][CH2:5]2.C(=O)([O-])[O-].[K+].[K+].Br.Br[CH2:21][CH2:22][C:23]1[N:24]=[CH:25][NH:26][CH:27]=1.C(Cl)[Cl:29]. (3) Given the product [CH3:1][O:2][C:3]([C:5]1([CH2:10][CH2:11][CH2:12][CH2:13][N:15]=[N+:16]=[N-:17])[CH2:9][CH2:8][CH2:7][CH2:6]1)=[O:4], predict the reactants needed to synthesize it. The reactants are: [CH3:1][O:2][C:3]([C:5]1([CH2:10][CH2:11][CH2:12][CH2:13]Br)[CH2:9][CH2:8][CH2:7][CH2:6]1)=[O:4].[N-:15]=[N+:16]=[N-:17].[Na+]. (4) Given the product [CH2:29]([O:36][C:37]([NH:38][C:39]1[CH:44]=[CH:43][C:42]([C:15]2[CH2:20][CH2:19][N:18]([C:21]([O:23][C:24]([CH3:25])([CH3:26])[CH3:27])=[O:22])[CH2:17][CH:16]=2)=[CH:41][C:40]=1[CH2:46][CH3:47])=[O:48])[C:30]1[CH:31]=[CH:32][CH:33]=[CH:34][CH:35]=1, predict the reactants needed to synthesize it. The reactants are: C(=O)([O-])[O-].[K+].[K+].CC1(C)C(C)(C)OB([C:15]2[CH2:20][CH2:19][N:18]([C:21]([O:23][C:24]([CH3:27])([CH3:26])[CH3:25])=[O:22])[CH2:17][CH:16]=2)O1.[CH2:29]([O:36][C:37](=[O:48])[NH:38][C:39]1[CH:44]=[CH:43][C:42](Br)=[CH:41][C:40]=1[CH2:46][CH3:47])[C:30]1[CH:35]=[CH:34][CH:33]=[CH:32][CH:31]=1.